Dataset: Full USPTO retrosynthesis dataset with 1.9M reactions from patents (1976-2016). Task: Predict the reactants needed to synthesize the given product. Given the product [ClH:3].[Cl:3][C:5]([C:8]1[C:16]2[C:11](=[CH:12][CH:13]=[CH:14][CH:15]=2)[N:10]([C:17]2[C:26]3[C:21](=[CH:22][CH:23]=[CH:24][CH:25]=3)[N:20]=[C:19]([C:27]([F:30])([F:29])[F:28])[CH:18]=2)[CH:9]=1)=[O:6], predict the reactants needed to synthesize it. The reactants are: S(Cl)([Cl:3])=O.[C:5]([C:8]1[C:16]2[C:11](=[CH:12][CH:13]=[CH:14][CH:15]=2)[N:10]([C:17]2[C:26]3[C:21](=[CH:22][CH:23]=[CH:24][CH:25]=3)[N:20]=[C:19]([C:27]([F:30])([F:29])[F:28])[CH:18]=2)[CH:9]=1)(O)=[O:6].